Dataset: Full USPTO retrosynthesis dataset with 1.9M reactions from patents (1976-2016). Task: Predict the reactants needed to synthesize the given product. (1) Given the product [Cl:20][C:17]1[CH:18]=[CH:19][C:14]([N:11]2[CH2:12][CH2:13][N:8]([C:6]3[N:7]=[C:2]([NH:25][C@H:26]([CH:27]([CH3:29])[CH3:28])[CH2:30][OH:31])[C:3]4[S@:23](=[O:24])[CH2:22][CH2:21][C:4]=4[N:5]=3)[CH2:9][CH2:10]2)=[CH:15][CH:16]=1, predict the reactants needed to synthesize it. The reactants are: Cl[C:2]1[C:3]2[S@:23](=[O:24])[CH2:22][CH2:21][C:4]=2[N:5]=[C:6]([N:8]2[CH2:13][CH2:12][N:11]([C:14]3[CH:19]=[CH:18][C:17]([Cl:20])=[CH:16][CH:15]=3)[CH2:10][CH2:9]2)[N:7]=1.[NH2:25][C@@H:26]([CH2:30][OH:31])[CH:27]([CH3:29])[CH3:28].CS(C)=O.C(N(C(C)C)CC)(C)C. (2) Given the product [C:1]([O:10][CH2:17][Cl:16])(=[O:9])[CH2:2][CH2:3][CH2:4][CH2:5][CH2:6][CH2:7][CH3:8], predict the reactants needed to synthesize it. The reactants are: [C:1]([OH:10])(=[O:9])[CH2:2][CH2:3][CH2:4][CH2:5][CH2:6][CH2:7][CH3:8].C(=O)([O-])O.[Na+].[Cl:16][CH2:17]OS(Cl)(=O)=O.